This data is from Reaction yield outcomes from USPTO patents with 853,638 reactions. The task is: Predict the reaction yield, written as a fraction of the theoretical maximum amount of product (1.0 means a 100% yield; for example, 0.34 means a 34% yield). (1) The product is [OH:19][C:16]1[CH:17]=[CH:18][C:12]2[C:11]([C:20]([NH2:21])=[O:22])=[C:10]([NH:9][C:8]([NH:35][CH2:34][CH2:33][C:29]3[S:28][CH:32]=[CH:31][CH:30]=3)=[O:23])[S:14][C:13]=2[CH:15]=1. The reactants are C1(O[C:8](=[O:23])[NH:9][C:10]2[S:14][C:13]3[CH:15]=[C:16]([OH:19])[CH:17]=[CH:18][C:12]=3[C:11]=2[C:20](=[O:22])[NH2:21])C=CC=CC=1.CS(C)=O.[S:28]1[CH:32]=[CH:31][CH:30]=[C:29]1[CH2:33][CH2:34][NH2:35].Cl. The yield is 0.390. The catalyst is C1COCC1. (2) The yield is 0.500. The catalyst is O1CCCC1.[OH-].[Na+].O.C(OCC)(=O)C. The product is [F:25][C:21]1[CH:20]=[C:19]2[C:24](=[CH:23][CH:22]=1)[N:16]([C:6]1[CH:5]=[C:4]([CH:9]=[C:8]([N:10]3[CH2:14][CH2:13][O:12][C:11]3=[O:15])[CH:7]=1)[C:3]([OH:31])=[O:2])[C:17](=[O:30])[C@@:18]12[CH2:27][C:26]1([CH3:29])[CH3:28]. The reactants are C[O:2][C:3](=[O:31])[C:4]1[CH:9]=[C:8]([N:10]2[CH2:14][CH2:13][O:12][C:11]2=[O:15])[CH:7]=[C:6]([N:16]2[C:24]3[C:19](=[CH:20][C:21]([F:25])=[CH:22][CH:23]=3)[C@@:18]3([CH2:27][C:26]3([CH3:29])[CH3:28])[C:17]2=[O:30])[CH:5]=1.Cl. (3) The reactants are [Cl:1][C:2]1[CH:3]=[C:4]([C@@H:12]([CH2:27][CH:28]2[CH2:32][CH2:31][CH2:30][CH2:29]2)[C:13]([NH:15][C:16]2[CH:21]=[N:20][C:19]([CH:22](OC)[O:23]C)=[CH:18][N:17]=2)=[O:14])[CH:5]=[CH:6][C:7]=1[S:8]([CH3:11])(=[O:10])=[O:9].O.C1(C)C=CC(S(O)(=O)=O)=CC=1.S(=O)(O)[O-].[Na+].[C-:50]#[N:51].[Na+]. The catalyst is CC(C)=O.O.C(OCC)(=O)C.C(OCC)(=O)C.O. The product is [Cl:1][C:2]1[CH:3]=[C:4]([C@@H:12]([CH2:27][CH:28]2[CH2:32][CH2:31][CH2:30][CH2:29]2)[C:13]([NH:15][C:16]2[CH:21]=[N:20][C:19]([CH:22]([C:50]#[N:51])[OH:23])=[CH:18][N:17]=2)=[O:14])[CH:5]=[CH:6][C:7]=1[S:8]([CH3:11])(=[O:9])=[O:10]. The yield is 0.320. (4) The reactants are [C:1]([O:5][C:6]([N:8]1[CH2:15][CH:14]2[CH:10]([CH2:11][NH:12][CH2:13]2)[CH2:9]1)=[O:7])([CH3:4])([CH3:3])[CH3:2].Cl[C:17]1[N:22]=[CH:21][CH:20]=[CH:19][N:18]=1.C(N(CC)CC)C.C(O)C. The catalyst is ClCCl. The product is [C:1]([O:5][C:6]([N:8]1[CH2:9][CH:10]2[CH:14]([CH2:13][N:12]([C:17]3[N:22]=[CH:21][CH:20]=[CH:19][N:18]=3)[CH2:11]2)[CH2:15]1)=[O:7])([CH3:4])([CH3:2])[CH3:3]. The yield is 0.600. (5) The catalyst is ClCCl. The product is [F:1][C:2]1[CH:38]=[CH:37][C:5]([CH2:6][C@@H:7]2[CH2:12][CH2:11][CH2:10][N:9]([C:13]([C@H:15]3[C@H:20]([NH:21][C:22]([NH:24][C:25]4[CH:30]=[CH:29][CH:28]=[C:27]([C:31]5[N:35]([CH3:36])[N:34]=[N:33][N:32]=5)[CH:26]=4)=[O:23])[CH2:19][CH2:18][N:17]([S:47]([CH3:46])(=[O:49])=[O:48])[CH2:16]3)=[O:14])[CH2:8]2)=[CH:4][CH:3]=1. The reactants are [F:1][C:2]1[CH:38]=[CH:37][C:5]([CH2:6][C@@H:7]2[CH2:12][CH2:11][CH2:10][N:9]([C:13]([C@H:15]3[C@H:20]([NH:21][C:22]([NH:24][C:25]4[CH:30]=[CH:29][CH:28]=[C:27]([C:31]5[N:35]([CH3:36])[N:34]=[N:33][N:32]=5)[CH:26]=4)=[O:23])[CH2:19][CH2:18][NH:17][CH2:16]3)=[O:14])[CH2:8]2)=[CH:4][CH:3]=1.C(N(CC)CC)C.[CH3:46][S:47](Cl)(=[O:49])=[O:48]. The yield is 0.600. (6) The reactants are Cl[C:2]1[CH:7]=[CH:6][N:5]=[C:4]([NH:8][C:9]2[CH:14]=[C:13]([N:15]3[CH2:20][CH2:19][O:18][CH2:17][CH2:16]3)[CH:12]=[C:11]([N:21]3[CH2:26][CH2:25][O:24][CH2:23][CH2:22]3)[CH:10]=2)[N:3]=1.[CH3:27][NH:28][C:29]1[CH:30]=[C:31]([CH:34]=[CH:35][CH:36]=1)[O:32][CH3:33].Cl. The catalyst is CC(O)CCC.O1CCOCC1. The product is [N:21]1([C:11]2[CH:10]=[C:9]([NH:8][C:4]3[N:3]=[C:2]([N:28]([C:29]4[CH:36]=[CH:35][CH:34]=[C:31]([O:32][CH3:33])[CH:30]=4)[CH3:27])[CH:7]=[CH:6][N:5]=3)[CH:14]=[C:13]([N:15]3[CH2:20][CH2:19][O:18][CH2:17][CH2:16]3)[CH:12]=2)[CH2:26][CH2:25][O:24][CH2:23][CH2:22]1. The yield is 0.680. (7) The reactants are [Cl:1][C:2]1[CH:3]=[C:4]([CH:17]=[CH:18][C:19]=1[Cl:20])[O:5][CH2:6][C:7]1[C:14]([F:15])=[CH:13][C:10]([C:11]#[N:12])=[C:9]([F:16])[CH:8]=1.C(=O)([O-])[O-:22].[K+].[K+].OO. The catalyst is CS(C)=O. The product is [Cl:1][C:2]1[CH:3]=[C:4]([CH:17]=[CH:18][C:19]=1[Cl:20])[O:5][CH2:6][C:7]1[C:14]([F:15])=[CH:13][C:10]([C:11]([NH2:12])=[O:22])=[C:9]([F:16])[CH:8]=1. The yield is 0.380.